From a dataset of Full USPTO retrosynthesis dataset with 1.9M reactions from patents (1976-2016). Predict the reactants needed to synthesize the given product. (1) Given the product [NH2:23][C:19]1[CH:18]=[C:17]([CH:22]=[CH:21][CH:20]=1)[O:16][C:12]1[CH:11]=[CH:10][C:8]2[N:9]=[C:5]([NH:4][C:1](=[O:3])[CH3:2])[S:6][C:7]=2[C:13]=1[C:14]#[N:15], predict the reactants needed to synthesize it. The reactants are: [C:1]([NH:4][C:5]1[S:6][C:7]2[C:13]([C:14]#[N:15])=[C:12]([O:16][C:17]3[CH:18]=[C:19]([NH:23]C(=O)C(F)(F)F)[CH:20]=[CH:21][CH:22]=3)[CH:11]=[CH:10][C:8]=2[N:9]=1)(=[O:3])[CH3:2].O.[OH-].[Li+]. (2) Given the product [C:6]([O:10][C:11]([N:13]1[CH2:18][CH2:17][O:16][CH:15]([CH2:19][O:20][S:2]([CH3:1])(=[O:4])=[O:3])[CH2:14]1)=[O:12])([CH3:9])([CH3:8])[CH3:7], predict the reactants needed to synthesize it. The reactants are: [CH3:1][S:2](Cl)(=[O:4])=[O:3].[C:6]([O:10][C:11]([N:13]1[CH2:18][CH2:17][O:16][CH:15]([CH2:19][OH:20])[CH2:14]1)=[O:12])([CH3:9])([CH3:8])[CH3:7]. (3) Given the product [CH3:1][CH2:2][C:3](=[N:5][C:6]1[CH:11]=[CH:10][CH:9]=[CH:8][CH:7]=1)[Cl:13], predict the reactants needed to synthesize it. The reactants are: [CH3:1][CH2:2][C:3]([NH:5][C:6]1[CH:11]=[CH:10][CH:9]=[CH:8][CH:7]=1)=O.P(Cl)(Cl)(Cl)(Cl)[Cl:13].